From a dataset of Forward reaction prediction with 1.9M reactions from USPTO patents (1976-2016). Predict the product of the given reaction. (1) Given the reactants C(N1C(=O)C(N[C:12](=[O:23])[C:13]2[CH:18]=[C:17]([F:19])[C:16]([F:20])=[C:15]([F:21])[C:14]=2[F:22])(C)C(=O)NC1=O)C.[NH2:26][C:27]1([CH2:42][CH3:43])[C:32](=[O:33])[N:31]([CH:34]2[CH2:39][CH2:38][CH2:37][CH2:36][CH2:35]2)[C:30](=[O:40])[NH:29][C:28]1=[O:41], predict the reaction product. The product is: [CH:34]1([N:31]2[C:32](=[O:33])[C:27]([NH:26][C:12](=[O:23])[C:13]3[CH:18]=[C:17]([F:19])[C:16]([F:20])=[C:15]([F:21])[C:14]=3[F:22])([CH2:42][CH3:43])[C:28](=[O:41])[NH:29][C:30]2=[O:40])[CH2:39][CH2:38][CH2:37][CH2:36][CH2:35]1. (2) The product is: [C:1]([O:4][CH2:5][CH2:6][O:7][C:8]1[CH:13]=[CH:12][C:11]([C:14]([N:16]2[C:22]3[CH:23]=[CH:24][CH:25]=[CH:26][C:21]=3[CH2:20][N:19]([C:30](=[O:31])[NH:29][CH2:32][CH2:33][CH3:34])[C@H:18]([CH3:27])[CH2:17]2)=[O:15])=[C:10]([Cl:28])[CH:9]=1)(=[O:3])[CH3:2]. Given the reactants [C:1]([O:4][CH2:5][CH2:6][O:7][C:8]1[CH:13]=[CH:12][C:11]([C:14]([N:16]2[C:22]3[CH:23]=[CH:24][CH:25]=[CH:26][C:21]=3[CH2:20][NH:19][C@H:18]([CH3:27])[CH2:17]2)=[O:15])=[C:10]([Cl:28])[CH:9]=1)(=[O:3])[CH3:2].[N:29]([CH2:32][CH2:33][CH3:34])=[C:30]=[O:31], predict the reaction product. (3) Given the reactants Br[C:2]1[CH:7]=[CH:6][C:5]([C:8]2[CH2:12][C:11]([C:17]3[CH:22]=[C:21]([Cl:23])[CH:20]=[C:19]([Cl:24])[CH:18]=3)([C:13]([F:16])([F:15])[F:14])[O:10][N:9]=2)=[CH:4][C:3]=1[CH3:25].C([Li])(C)(C)C.[Mg+2].[Br-].[Br-].[Cl-].[CH3:35][O:36][C:37](=[O:41])[C:38](O)=[O:39].[NH4+].[Cl-], predict the reaction product. The product is: [CH3:35][O:36][C:37](=[O:41])[C:38]([C:2]1[CH:7]=[CH:6][C:5]([C:8]2[CH2:12][C:11]([C:17]3[CH:18]=[C:19]([Cl:24])[CH:20]=[C:21]([Cl:23])[CH:22]=3)([C:13]([F:15])([F:16])[F:14])[O:10][N:9]=2)=[CH:4][C:3]=1[CH3:25])=[O:39]. (4) Given the reactants C([Sn]([CH2:13][CH2:14][CH2:15][CH3:16])([CH2:13][CH2:14][CH2:15][CH3:16])[CH2:13][CH2:14][CH2:15][CH3:16])C=C.N#N.BrC1[CH:39]=[N:38][C:23]2[N:24]([CH2:36][CH3:37])[C:25]3[N:34]=[C:33]([Cl:35])[CH:32]=[CH:31][C:26]=3[N:27]([CH3:30])[C:28](=[O:29])[C:22]=2[CH:21]=1, predict the reaction product. The product is: [Cl:35][C:33]1[CH:32]=[CH:31][C:26]2[N:27]([CH3:30])[C:28](=[O:29])[C:22]3[CH:21]=[C:13]([CH2:14][CH:15]=[CH2:16])[CH:39]=[N:38][C:23]=3[N:24]([CH2:36][CH3:37])[C:25]=2[N:34]=1. (5) Given the reactants [CH3:1][O:2][C:3]1[CH:12]=[C:11]2[C:6]([C:7]([CH3:27])=[CH:8][C:9]([NH:13][C@H:14]3[CH2:18][CH2:17][C@H:16]([NH:19]C(=O)OC(C)(C)C)[CH2:15]3)=[N:10]2)=[CH:5][CH:4]=1.C(O)(C(F)(F)F)=O, predict the reaction product. The product is: [CH3:1][O:2][C:3]1[CH:12]=[C:11]2[C:6]([C:7]([CH3:27])=[CH:8][C:9]([NH:13][C@H:14]3[CH2:18][CH2:17][C@H:16]([NH2:19])[CH2:15]3)=[N:10]2)=[CH:5][CH:4]=1. (6) The product is: [F:1][C:2]1[CH:7]=[CH:6][C:5]([F:8])=[CH:4][C:3]=1[S:9]([N:12]([C:16]1[CH:21]=[CH:20][CH:19]=[C:18]([C:22]2[C:26]([C:27]3[CH:32]=[CH:31][N:30]=[CH:29][CH:28]=3)=[CH:25][N:24]([CH:33]3[CH2:34][CH2:35][N:36]([CH3:42])[CH2:37][CH2:38]3)[N:23]=2)[C:17]=1[F:39])[CH2:13][O:14][CH3:15])(=[O:11])=[O:10]. Given the reactants [F:1][C:2]1[CH:7]=[CH:6][C:5]([F:8])=[CH:4][C:3]=1[S:9]([N:12]([C:16]1[CH:21]=[CH:20][CH:19]=[C:18]([C:22]2[C:26]([C:27]3[CH:32]=[CH:31][N:30]=[CH:29][CH:28]=3)=[CH:25][N:24]([CH:33]3[CH2:38][CH2:37][NH:36][CH2:35][CH2:34]3)[N:23]=2)[C:17]=1[F:39])[CH2:13][O:14][CH3:15])(=[O:11])=[O:10].CO.[C:42](O)(=O)C.C([BH3-])#N.[Na+], predict the reaction product. (7) Given the reactants [CH3:1][O:2][C:3]1[CH:12]=[C:11]2[C:6]([C:7]([O:13][CH2:14][C:15]3[N:19]4[N:20]=[C:21]([C:24]5[S:28][C:27]([C:29](O)=[O:30])=[C:26]([CH3:32])[CH:25]=5)[CH:22]=[CH:23][C:18]4=[N:17][N:16]=3)=[CH:8][CH:9]=[N:10]2)=[CH:5][CH:4]=1.S(Cl)([Cl:35])=O, predict the reaction product. The product is: [CH3:1][O:2][C:3]1[CH:12]=[C:11]2[C:6]([C:7]([O:13][CH2:14][C:15]3[N:19]4[N:20]=[C:21]([C:24]5[S:28][C:27]([C:29]([Cl:35])=[O:30])=[C:26]([CH3:32])[CH:25]=5)[CH:22]=[CH:23][C:18]4=[N:17][N:16]=3)=[CH:8][CH:9]=[N:10]2)=[CH:5][CH:4]=1.